Dataset: Catalyst prediction with 721,799 reactions and 888 catalyst types from USPTO. Task: Predict which catalyst facilitates the given reaction. (1) Reactant: [C:1]1([CH:8]=[CH:7][CH:6]=[C:4]([OH:5])[CH:3]=1)[OH:2].O.C1(C)C=CC(S(O)(=O)=O)=CC=1.[CH2:21]([O:23][CH:24](OCC)[CH:25]=[CH2:26])[CH3:22].[OH-].[Na+]. Product: [CH2:21]([O:23][CH:24]1[CH2:25][CH2:26][C:8]2[C:1](=[CH:3][C:4]([OH:5])=[CH:6][CH:7]=2)[O:2]1)[CH3:22]. The catalyst class is: 192. (2) Reactant: C(O)(C(F)(F)F)=O.[N:8]1([C:13]2[CH:40]=[CH:39][C:16]([CH2:17][N:18]3[CH:26]=[C:25]4[C:20]([N:21](CC5C=CC(OC)=CC=5)[C:22](=[O:29])[N:23]([CH3:28])[C:24]4=[O:27])=[N:19]3)=[CH:15][CH:14]=2)[CH:12]=[CH:11][CH:10]=[N:9]1.C(S(O)(=O)=O)(F)(F)F.O. Product: [N:8]1([C:13]2[CH:40]=[CH:39][C:16]([CH2:17][N:18]3[CH:26]=[C:25]4[C:20]([NH:21][C:22](=[O:29])[N:23]([CH3:28])[C:24]4=[O:27])=[N:19]3)=[CH:15][CH:14]=2)[CH:12]=[CH:11][CH:10]=[N:9]1. The catalyst class is: 2. (3) Reactant: [NH2:1][C@H:2]1[CH2:7][CH2:6][C@H:5]([NH:8][C:9]2[CH:10]=[C:11]([N:28](CC3C=CC(OC)=CC=3)[C:29]3[CH:34]=[CH:33][CH:32]=[CH:31][N:30]=3)[C:12]3[N:13]([C:15]([C:18]([NH:20][C:21]4[CH:26]=[CH:25][N:24]=[C:23]([F:27])[CH:22]=4)=[O:19])=[CH:16][N:17]=3)[N:14]=2)[CH2:4][CH2:3]1.CO.O. Product: [NH2:1][C@H:2]1[CH2:7][CH2:6][C@H:5]([NH:8][C:9]2[CH:10]=[C:11]([NH:28][C:29]3[CH:34]=[CH:33][CH:32]=[CH:31][N:30]=3)[C:12]3[N:13]([C:15]([C:18]([NH:20][C:21]4[CH:26]=[CH:25][N:24]=[C:23]([F:27])[CH:22]=4)=[O:19])=[CH:16][N:17]=3)[N:14]=2)[CH2:4][CH2:3]1. The catalyst class is: 67.